Task: Predict the reaction yield, written as a fraction of the theoretical maximum amount of product (1.0 means a 100% yield; for example, 0.34 means a 34% yield).. Dataset: Reaction yield outcomes from USPTO patents with 853,638 reactions The reactants are C(OC([N:8](CC1C=CC(OC)=CC=1)[C:9]1[CH:14]=[C:13]([CH2:15][C@H:16]2[C:19](=[O:20])[N:18]([C:21](=[O:34])[NH:22][C@@H:23]([CH:28]3[CH2:33][CH2:32][CH2:31][CH2:30][CH2:29]3)[C:24]([F:27])([F:26])[F:25])[C@@H:17]2[C:35]([O:37]CC2C=CC=CC=2)=[O:36])[CH:12]=[CH:11][N:10]=1)=O)(C)(C)C.C([SiH](CC)CC)C.[F:61][C:62]([F:67])([F:66])[C:63]([OH:65])=[O:64]. The catalyst is C(O)C.[Pd]. The product is [F:61][C:62]([F:67])([F:66])[C:63]([OH:65])=[O:64].[NH2:8][C:9]1[CH:14]=[C:13]([CH2:15][C@H:16]2[C:19](=[O:20])[N:18]([C:21](=[O:34])[NH:22][C@@H:23]([CH:28]3[CH2:29][CH2:30][CH2:31][CH2:32][CH2:33]3)[C:24]([F:27])([F:25])[F:26])[C@@H:17]2[C:35]([OH:37])=[O:36])[CH:12]=[CH:11][N:10]=1. The yield is 0.780.